This data is from Full USPTO retrosynthesis dataset with 1.9M reactions from patents (1976-2016). The task is: Predict the reactants needed to synthesize the given product. (1) Given the product [CH3:1][CH:2]([CH3:59])[C@H:3]([NH:54][C:55](=[O:58])[O:56][CH3:57])[C:4]([N:5]1[CH2:9][CH2:8][CH2:7][C@H:6]1[C:10]1[NH:11][C:12]([C:15]2[CH:24]=[CH:23][C:22]3[C:17](=[CH:18][CH:19]=[C:20]([C:25]4[CH:30]=[CH:29][C:28]([C:31]5[NH:35][C:34]([C@@H:36]6[CH2:40][CH2:39][CH2:38][N:37]6[C:41]([C@H:43]6[C:52]7[C:47](=[CH:48][CH:49]=[CH:50][CH:51]=7)[CH2:46][CH2:45][N:44]6[CH3:60])=[O:42])=[N:33][CH:32]=5)=[CH:27][CH:26]=4)[CH:21]=3)[CH:16]=2)=[CH:13][N:14]=1)=[O:53], predict the reactants needed to synthesize it. The reactants are: [CH3:1][CH:2]([CH3:59])[C@H:3]([NH:54][C:55](=[O:58])[O:56][CH3:57])[C:4](=[O:53])[N:5]1[CH2:9][CH2:8][CH2:7][C@H:6]1[C:10]1[NH:11][C:12]([C:15]2[CH:24]=[CH:23][C:22]3[C:17](=[CH:18][CH:19]=[C:20]([C:25]4[CH:30]=[CH:29][C:28]([C:31]5[NH:35][C:34]([C@@H:36]6[CH2:40][CH2:39][CH2:38][N:37]6[C:41]([C@H:43]6[C:52]7[C:47](=[CH:48][CH:49]=[CH:50][CH:51]=7)[CH2:46][CH2:45][NH:44]6)=[O:42])=[N:33][CH:32]=5)=[CH:27][CH:26]=4)[CH:21]=3)[CH:16]=2)=[CH:13][N:14]=1.[CH2:60]=O. (2) Given the product [CH2:3]([O:7][C:8]1[CH:9]=[C:10]([CH:14]([C:17]([O:19][C:20]([CH3:22])([CH3:21])[CH3:23])=[O:18])[CH2:15][NH:16][CH2:25][C:26]([N:28]([CH3:30])[CH3:29])=[O:27])[CH:11]=[CH:12][CH:13]=1)[CH2:4][CH2:5][CH3:6], predict the reactants needed to synthesize it. The reactants are: [H-].[Na+].[CH2:3]([O:7][C:8]1[CH:9]=[C:10]([CH:14]([C:17]([O:19][C:20]([CH3:23])([CH3:22])[CH3:21])=[O:18])[CH2:15][NH2:16])[CH:11]=[CH:12][CH:13]=1)[CH2:4][CH2:5][CH3:6].Cl[CH2:25][C:26]([N:28]([CH3:30])[CH3:29])=[O:27].O. (3) The reactants are: [C:1]([O:5][C:6]([N:8]([CH3:47])[C@H:9]([C:23]([NH:25][C@H:26]([C:31]([N:33]([C@@H:35]([CH:44]([CH3:46])[CH3:45])/[CH:36]=[C:37](\[CH3:43])/[C:38]([O:40]CC)=[O:39])[CH3:34])=[O:32])[C:27]([CH3:30])([CH3:29])[CH3:28])=[O:24])[C:10]([CH3:22])([CH3:21])[C:11]1[CH:16]=[CH:15][C:14]([O:17][CH3:18])=[CH:13][C:12]=1[O:19][CH3:20])=[O:7])([CH3:4])([CH3:3])[CH3:2].O.[OH-].[Li+].CCOCC. Given the product [C:1]([O:5][C:6]([N:8]([CH3:47])[C@H:9]([C:23]([NH:25][C@H:26]([C:31]([N:33]([C@@H:35]([CH:44]([CH3:45])[CH3:46])/[CH:36]=[C:37](/[C:38]([OH:40])=[O:39])\[CH3:43])[CH3:34])=[O:32])[C:27]([CH3:28])([CH3:29])[CH3:30])=[O:24])[C:10]([CH3:22])([CH3:21])[C:11]1[CH:16]=[CH:15][C:14]([O:17][CH3:18])=[CH:13][C:12]=1[O:19][CH3:20])=[O:7])([CH3:2])([CH3:3])[CH3:4], predict the reactants needed to synthesize it. (4) Given the product [Cl:1][C:2]1[CH:3]=[C:4]([C:12]2[C:17]([CH2:18][OH:19])=[CH:16][CH:15]=[CH:14][N:13]=2)[CH:5]=[CH:6][CH:7]=1, predict the reactants needed to synthesize it. The reactants are: [Cl:1][C:2]1[CH:3]=[C:4](B(O)O)[CH:5]=[CH:6][CH:7]=1.Cl[C:12]1[C:17]([CH2:18][OH:19])=[CH:16][CH:15]=[CH:14][N:13]=1.C(=O)(O)[O-].[Na+].O1CCOCC1. (5) Given the product [F:27][C:19]1[CH:18]=[C:17]([CH2:16][N:9]([C:10]2[O:29][N:13]=[C:12]([CH3:15])[N:11]=2)[C:7]2[S:6][N:5]=[C:4]([CH3:3])[N:8]=2)[CH:26]=[CH:25][C:20]=1[C:21]([NH:1][OH:2])=[O:22], predict the reactants needed to synthesize it. The reactants are: [NH2:1][OH:2].[CH3:3][C:4]1[N:8]=[C:7]([N:9]([CH2:16][C:17]2[CH:26]=[CH:25][C:20]([C:21](OC)=[O:22])=[C:19]([F:27])[CH:18]=2)[C:10]2S[N:13]=[C:12]([CH3:15])[N:11]=2)[S:6][N:5]=1.C[OH:29]. (6) Given the product [Cl:18][C:19]1[CH:20]=[CH:21][C:22]([C:25]2[CH:26]=[CH:27][C:28]([C:31]#[C:32][C:2]3[N:6]([CH3:7])[C:5]4[CH:8]=[CH:9][C:10]([CH2:12][N:13]5[CH2:17][CH2:16][CH2:15][CH2:14]5)=[CH:11][C:4]=4[N:3]=3)=[N:29][CH:30]=2)=[CH:23][CH:24]=1, predict the reactants needed to synthesize it. The reactants are: I[C:2]1[N:6]([CH3:7])[C:5]2[CH:8]=[CH:9][C:10]([CH2:12][N:13]3[CH2:17][CH2:16][CH2:15][CH2:14]3)=[CH:11][C:4]=2[N:3]=1.[Cl:18][C:19]1[CH:24]=[CH:23][C:22]([C:25]2[CH:26]=[CH:27][C:28]([C:31]#[CH:32])=[N:29][CH:30]=2)=[CH:21][CH:20]=1. (7) Given the product [CH:13]1([C:19]2([C:22]([NH:2][NH:1][C:3]3[CH:12]=[CH:11][CH:10]=[C:9]4[C:4]=3[CH:5]=[CH:6][CH:7]=[N:8]4)=[O:23])[CH2:20][CH2:21]2)[CH2:14][CH2:15][CH2:16][CH2:17][CH2:18]1, predict the reactants needed to synthesize it. The reactants are: [NH:1]([C:3]1[CH:12]=[CH:11][CH:10]=[C:9]2[C:4]=1[CH:5]=[CH:6][CH:7]=[N:8]2)[NH2:2].[CH:13]1([C:19]2([C:22](O)=[O:23])[CH2:21][CH2:20]2)[CH2:18][CH2:17][CH2:16][CH2:15][CH2:14]1. (8) Given the product [F:2][C:3]1[CH:4]=[C:5]2[C:9](=[CH:10][CH:11]=1)[NH:8][CH:7]=[C:6]2[CH2:16][CH2:15][CH2:14][CH2:13][C:12]([OH:18])=[O:17], predict the reactants needed to synthesize it. The reactants are: O.[F:2][C:3]1[CH:4]=[C:5]2[C:9](=[CH:10][CH:11]=1)[NH:8][CH:7]=[CH:6]2.[C:12]1(=[O:18])[O:17][CH2:16][CH2:15][CH2:14][CH2:13]1.[OH-].[K+]. (9) Given the product [CH2:1]([O:3][C:4](=[O:40])[CH2:5][CH2:6][CH2:7][O:8][C:9]1[CH:14]=[CH:13][CH:12]=[C:11]([CH2:15][CH2:16][CH2:17][CH2:18][CH2:19][CH2:20][O:21][C:22]2[CH:23]=[C:24]([C:45]3[CH:44]=[CH:43][NH:42][N:41]=3)[CH:25]=[C:26]([S:28]([CH3:31])(=[O:30])=[O:29])[CH:27]=2)[C:10]=1[CH2:33][CH2:34][C:35]([O:37][CH2:38][CH3:39])=[O:36])[CH3:2], predict the reactants needed to synthesize it. The reactants are: [CH2:1]([O:3][C:4](=[O:40])[CH2:5][CH2:6][CH2:7][O:8][C:9]1[CH:14]=[CH:13][CH:12]=[C:11]([CH2:15][CH2:16][CH2:17][CH2:18][CH2:19][CH2:20][O:21][C:22]2[CH:27]=[C:26]([S:28]([CH3:31])(=[O:30])=[O:29])[CH:25]=[C:24](I)[CH:23]=2)[C:10]=1[CH2:33][CH2:34][C:35]([O:37][CH2:38][CH3:39])=[O:36])[CH3:2].[NH:41]1[CH:45]=[CH:44][C:43](B(O)O)=[N:42]1.C(=O)([O-])[O-].[K+].[K+].